Dataset: Full USPTO retrosynthesis dataset with 1.9M reactions from patents (1976-2016). Task: Predict the reactants needed to synthesize the given product. (1) Given the product [OH:4][CH:3]([C:5]1[CH:10]=[CH:9][C:8]([C:11]2[N:12]=[N:13][C:14]([N:17]([CH3:28])[CH:18]3[CH2:19][C:20]([CH3:26])([CH3:27])[NH:21][C:22]([CH3:24])([CH3:25])[CH2:23]3)=[CH:15][CH:16]=2)=[C:7]([O:29][CH3:30])[CH:6]=1)[CH2:2][NH:1][C:34]([CH:31]1[CH2:33][CH2:32]1)=[O:35], predict the reactants needed to synthesize it. The reactants are: [NH2:1][CH2:2][CH:3]([C:5]1[CH:10]=[CH:9][C:8]([C:11]2[N:12]=[N:13][C:14]([N:17]([CH3:28])[CH:18]3[CH2:23][C:22]([CH3:25])([CH3:24])[NH:21][C:20]([CH3:27])([CH3:26])[CH2:19]3)=[CH:15][CH:16]=2)=[C:7]([O:29][CH3:30])[CH:6]=1)[OH:4].[CH:31]1([C:34](O)=[O:35])[CH2:33][CH2:32]1.CCN(C(C)C)C(C)C.CN(C(ON1N=NC2C=CC=NC1=2)=[N+](C)C)C.F[P-](F)(F)(F)(F)F. (2) Given the product [CH2:9]([O:11][C:12](=[O:17])[CH:13]([CH2:8][CH:6]=[CH2:7])[CH2:14][C:15]([CH3:19])=[CH2:16])[CH3:10], predict the reactants needed to synthesize it. The reactants are: [Li+].CC([N-][CH:6]([CH3:8])[CH3:7])C.[CH2:9]([O:11][C:12](=[O:17])[CH2:13][CH2:14][CH:15]=[CH2:16])[CH3:10].Br[CH2:19]C(C)=C. (3) Given the product [OH:1][C@@H:2]1[CH2:7][CH2:6][CH2:5][CH2:4][C@H:3]1[NH:8][C:9]([C:11]1[CH:16]=[N:15][C:14]([O:31][CH2:30][CH:25]2[CH2:29][CH2:28][CH2:27][CH2:26]2)=[C:13]([C:18]2[CH:23]=[CH:22][C:21]([Cl:24])=[CH:20][CH:19]=2)[N:12]=1)=[O:10], predict the reactants needed to synthesize it. The reactants are: [OH:1][C@@H:2]1[CH2:7][CH2:6][CH2:5][CH2:4][C@H:3]1[NH:8][C:9]([C:11]1[CH:16]=[N:15][C:14](Br)=[C:13]([C:18]2[CH:23]=[CH:22][C:21]([Cl:24])=[CH:20][CH:19]=2)[N:12]=1)=[O:10].[CH:25]1([CH2:30][OH:31])[CH2:29][CH2:28][CH2:27][CH2:26]1. (4) Given the product [CH:16]1([CH2:1][O:2][C:3](=[O:15])[C@H:4]([CH3:14])[NH:5][C:6]2[CH:11]=[CH:10][C:9]([Cl:12])=[C:8]([Cl:13])[CH:7]=2)[CH2:21][CH2:20][CH2:19][CH2:18][CH2:17]1, predict the reactants needed to synthesize it. The reactants are: [CH3:1][O:2][C:3](=[O:15])[C@H:4]([CH3:14])[NH:5][C:6]1[CH:11]=[CH:10][C:9]([Cl:12])=[C:8]([Cl:13])[CH:7]=1.[CH:16]1(CO)[CH2:21][CH2:20][CH2:19][CH2:18][CH2:17]1. (5) Given the product [CH3:23][S:24]([O:1][CH2:2][CH2:3][C:4]1[CH:9]=[CH:8][CH:7]=[C:6]([N:10]2[CH2:14][CH2:13][NH:12][C:11]2=[O:15])[CH:5]=1)(=[O:26])=[O:25], predict the reactants needed to synthesize it. The reactants are: [OH:1][CH2:2][CH2:3][C:4]1[CH:5]=[C:6]([N:10]2[CH2:14][CH2:13][NH:12][C:11]2=[O:15])[CH:7]=[CH:8][CH:9]=1.C(N(CC)CC)C.[CH3:23][S:24](Cl)(=[O:26])=[O:25].ClCCl. (6) Given the product [CH3:1][O:2][C:3]1[CH:4]=[C:5]2[C:10]3=[C:11]([C:13](=[O:17])[C:14](=[O:15])[N:9]3[CH2:8][CH2:7][CH2:6]2)[CH:12]=1, predict the reactants needed to synthesize it. The reactants are: [CH3:1][O:2][C:3]1[CH:4]=[C:5]2[C:10](=[CH:11][CH:12]=1)[NH:9][CH2:8][CH2:7][CH2:6]2.[C:13](Cl)(=[O:17])[C:14](Cl)=[O:15].[Cl-].[Al+3].[Cl-].[Cl-].